Dataset: Retrosynthesis with 50K atom-mapped reactions and 10 reaction types from USPTO. Task: Predict the reactants needed to synthesize the given product. (1) Given the product C[C@H]1C[C@@H](N2CCOC2=O)CCN1C(=O)c1nc2c(C(F)(F)F)cc(-c3ccoc3)cn2c1Cl, predict the reactants needed to synthesize it. The reactants are: CC1CC(N2CCOC2=O)CCN1.O=C(O)c1nc2c(C(F)(F)F)cc(-c3ccoc3)cn2c1Cl. (2) Given the product CN(Cc1cc(CC(=O)OC(C)(C)C)ccc1Oc1ccc(C(=O)NCCc2ccc(Cl)cc2)cc1)S(C)(=O)=O, predict the reactants needed to synthesize it. The reactants are: CN(Cc1cc(CC(=O)OC(C)(C)C)ccc1Oc1ccc(C(=O)O)cc1)S(C)(=O)=O.NCCc1ccc(Cl)cc1. (3) Given the product CC(C)(C)OC(=O)NCCN1CCN(c2ccc(-n3ccc(OCc4ccc(Cl)cn4)cc3=O)cn2)CC1, predict the reactants needed to synthesize it. The reactants are: CC(C)(C)OC(=O)NCCN1CCNCC1.O=c1cc(OCc2ccc(Cl)cn2)ccn1-c1ccc(F)nc1. (4) The reactants are: C[C@@H](NC(=O)[C@@H](NC(=O)[C@H](C/C=C/c1ccc(-c2ccccc2)c(Cl)c1)CC(=O)OC(C)(C)C)C(C)(C)C)c1ccccc1. Given the product C[C@@H](NC(=O)[C@@H](NC(=O)[C@H](CCCc1ccc(-c2ccccc2)c(Cl)c1)CC(=O)OC(C)(C)C)C(C)(C)C)c1ccccc1, predict the reactants needed to synthesize it. (5) Given the product CCC(=NO)c1ccc(Cl)cc1, predict the reactants needed to synthesize it. The reactants are: CCC(=O)c1ccc(Cl)cc1.NO. (6) Given the product N#CCC(=O)N1CCCC(n2nc(-c3ccc(Oc4ccccc4)cc3)c3c(N)ncnc32)C1, predict the reactants needed to synthesize it. The reactants are: N#CCC(=O)O.Nc1ncnc2c1c(-c1ccc(Oc3ccccc3)cc1)nn2C1CCCNC1.